From a dataset of NCI-60 drug combinations with 297,098 pairs across 59 cell lines. Regression. Given two drug SMILES strings and cell line genomic features, predict the synergy score measuring deviation from expected non-interaction effect. (1) Drug 1: CCCCC(=O)OCC(=O)C1(CC(C2=C(C1)C(=C3C(=C2O)C(=O)C4=C(C3=O)C=CC=C4OC)O)OC5CC(C(C(O5)C)O)NC(=O)C(F)(F)F)O. Drug 2: B(C(CC(C)C)NC(=O)C(CC1=CC=CC=C1)NC(=O)C2=NC=CN=C2)(O)O. Cell line: HS 578T. Synergy scores: CSS=70.8, Synergy_ZIP=9.07, Synergy_Bliss=6.54, Synergy_Loewe=8.84, Synergy_HSA=10.0. (2) Drug 1: C1CC(=O)NC(=O)C1N2CC3=C(C2=O)C=CC=C3N. Drug 2: CC1C(C(CC(O1)OC2CC(CC3=C2C(=C4C(=C3O)C(=O)C5=C(C4=O)C(=CC=C5)OC)O)(C(=O)C)O)N)O.Cl. Cell line: T-47D. Synergy scores: CSS=18.1, Synergy_ZIP=-6.07, Synergy_Bliss=1.88, Synergy_Loewe=2.01, Synergy_HSA=2.10. (3) Drug 1: C1=CC(=CC=C1C#N)C(C2=CC=C(C=C2)C#N)N3C=NC=N3. Drug 2: C1CN1C2=NC(=NC(=N2)N3CC3)N4CC4. Cell line: HS 578T. Synergy scores: CSS=14.7, Synergy_ZIP=2.61, Synergy_Bliss=2.75, Synergy_Loewe=0.140, Synergy_HSA=2.00. (4) Cell line: HS 578T. Drug 1: CC1=CC=C(C=C1)C2=CC(=NN2C3=CC=C(C=C3)S(=O)(=O)N)C(F)(F)F. Synergy scores: CSS=29.0, Synergy_ZIP=-6.18, Synergy_Bliss=1.78, Synergy_Loewe=-22.3, Synergy_HSA=-0.549. Drug 2: C1=NC2=C(N1)C(=S)N=CN2. (5) Drug 1: CN1C2=C(C=C(C=C2)N(CCCl)CCCl)N=C1CCCC(=O)O.Cl. Drug 2: CN(C(=O)NC(C=O)C(C(C(CO)O)O)O)N=O. Cell line: MDA-MB-231. Synergy scores: CSS=3.54, Synergy_ZIP=-0.239, Synergy_Bliss=0.299, Synergy_Loewe=-3.17, Synergy_HSA=-3.36. (6) Drug 1: C1CC(=O)NC(=O)C1N2CC3=C(C2=O)C=CC=C3N. Drug 2: CC12CCC3C(C1CCC2O)C(CC4=C3C=CC(=C4)O)CCCCCCCCCS(=O)CCCC(C(F)(F)F)(F)F. Synergy scores: CSS=1.57, Synergy_ZIP=-1.99, Synergy_Bliss=-3.00, Synergy_Loewe=-1.53, Synergy_HSA=-1.62. Cell line: A498. (7) Drug 1: CC1OCC2C(O1)C(C(C(O2)OC3C4COC(=O)C4C(C5=CC6=C(C=C35)OCO6)C7=CC(=C(C(=C7)OC)O)OC)O)O. Drug 2: C1CC(CNC1)C2=CC=C(C=C2)N3C=C4C=CC=C(C4=N3)C(=O)N. Cell line: UACC62. Synergy scores: CSS=40.0, Synergy_ZIP=-5.74, Synergy_Bliss=-4.35, Synergy_Loewe=-6.91, Synergy_HSA=1.16. (8) Drug 1: C1=NC2=C(N=C(N=C2N1C3C(C(C(O3)CO)O)F)Cl)N. Drug 2: CC1C(C(CC(O1)OC2CC(CC3=C2C(=C4C(=C3O)C(=O)C5=CC=CC=C5C4=O)O)(C(=O)C)O)N)O. Cell line: HS 578T. Synergy scores: CSS=46.8, Synergy_ZIP=-9.65, Synergy_Bliss=-10.7, Synergy_Loewe=-5.17, Synergy_HSA=-3.71.